Dataset: Reaction yield outcomes from USPTO patents with 853,638 reactions. Task: Predict the reaction yield, written as a fraction of the theoretical maximum amount of product (1.0 means a 100% yield; for example, 0.34 means a 34% yield). The reactants are [NH2:1][C:2]1[CH:3]=[C:4]([S:8]([NH:11][C:12]2[CH:13]=[C:14]([NH:18][C:19](=[O:25])[O:20][C:21]([CH3:24])([CH3:23])[CH3:22])[CH:15]=[CH:16][CH:17]=2)(=[O:10])=[O:9])[CH:5]=[CH:6][CH:7]=1.[Cl:26][C:27]1[N:32]=[C:31](Cl)[C:30]([Cl:34])=[CH:29][N:28]=1.C(=O)([O-])[O-].[K+].[K+]. The catalyst is CN(C=O)C. The product is [Cl:26][C:27]1[N:32]=[C:31]([NH:1][C:2]2[CH:3]=[C:4]([S:8]([NH:11][C:12]3[CH:13]=[C:14]([NH:18][C:19](=[O:25])[O:20][C:21]([CH3:22])([CH3:24])[CH3:23])[CH:15]=[CH:16][CH:17]=3)(=[O:10])=[O:9])[CH:5]=[CH:6][CH:7]=2)[C:30]([Cl:34])=[CH:29][N:28]=1. The yield is 0.180.